The task is: Regression. Given a peptide amino acid sequence and an MHC pseudo amino acid sequence, predict their binding affinity value. This is MHC class II binding data.. This data is from Peptide-MHC class II binding affinity with 134,281 pairs from IEDB. (1) The peptide sequence is IEVNPPFGDSYIIVG. The MHC is DRB1_0404 with pseudo-sequence DRB1_0404. The binding affinity (normalized) is 0.0249. (2) The peptide sequence is FLRIVQCRSVEGSCG. The MHC is DRB1_1101 with pseudo-sequence DRB1_1101. The binding affinity (normalized) is 0.270. (3) The peptide sequence is ELNLLDKRQFELYKR. The MHC is HLA-DQA10601-DQB10402 with pseudo-sequence HLA-DQA10601-DQB10402. The binding affinity (normalized) is 0.256. (4) The peptide sequence is TTLLRALGAQKEAIS. The MHC is DRB1_1501 with pseudo-sequence DRB1_1501. The binding affinity (normalized) is 0.585. (5) The peptide sequence is GEFQIVDKIDAAFKI. The MHC is DRB1_0101 with pseudo-sequence DRB1_0101. The binding affinity (normalized) is 0.661. (6) The peptide sequence is NKTKNKTNWKQTWTF. The MHC is HLA-DQA10102-DQB10501 with pseudo-sequence HLA-DQA10102-DQB10501. The binding affinity (normalized) is 0.375. (7) The peptide sequence is EITGIMKDLDEPGHL. The MHC is DRB5_0101 with pseudo-sequence DRB5_0101. The binding affinity (normalized) is 0.0438.